Predict the reactants needed to synthesize the given product. From a dataset of Full USPTO retrosynthesis dataset with 1.9M reactions from patents (1976-2016). (1) Given the product [CH3:1][O:2][C:3]([O:5][CH:6]1[O:11][C:9](=[O:10])[C:8]([Cl:12])=[C:7]1[O:14][C:15]1[CH:16]=[N:17][CH:18]=[CH:19][CH:20]=1)=[O:4], predict the reactants needed to synthesize it. The reactants are: [CH3:1][O:2][C:3]([O:5][CH:6]1[O:11][C:9](=[O:10])[C:8]([Cl:12])=[C:7]1Cl)=[O:4].[OH:14][C:15]1[CH:16]=[N:17][CH:18]=[CH:19][CH:20]=1.[F-].[Cs+]. (2) Given the product [F:24][C:3]([F:2])([F:23])[C:4]1[CH:22]=[CH:21][CH:20]=[CH:19][C:5]=1[CH:6]([O:14][CH:15]1[CH2:18][N:17]([C:36]([NH:35][C:25]23[CH2:34][CH:29]4[CH2:28][CH:27]([CH2:33][CH:31]([CH2:30]4)[CH2:32]2)[CH2:26]3)=[O:37])[CH2:16]1)[C:7]1[CH:12]=[CH:11][C:10]([Cl:13])=[CH:9][CH:8]=1, predict the reactants needed to synthesize it. The reactants are: Cl.[F:2][C:3]([F:24])([F:23])[C:4]1[CH:22]=[CH:21][CH:20]=[CH:19][C:5]=1[CH:6]([O:14][CH:15]1[CH2:18][NH:17][CH2:16]1)[C:7]1[CH:12]=[CH:11][C:10]([Cl:13])=[CH:9][CH:8]=1.[C:25]12([N:35]=[C:36]=[O:37])[CH2:34][CH:29]3[CH2:30][CH:31]([CH2:33][CH:27]([CH2:28]3)[CH2:26]1)[CH2:32]2. (3) Given the product [CH3:27][C:25]1[CH:24]=[C:23]([C:28]2[CH:29]=[N:30][C:31]([C:34]([F:36])([F:37])[F:35])=[CH:32][CH:33]=2)[N:22]=[C:21]([C:17]2[CH:16]=[C:15]([C:11]3[CH:12]=[CH:13][CH:14]=[C:9]([S:6]([NH2:5])(=[O:8])=[O:7])[CH:10]=3)[CH:20]=[CH:19][CH:18]=2)[N:26]=1, predict the reactants needed to synthesize it. The reactants are: C([NH:5][S:6]([C:9]1[CH:10]=[C:11]([C:15]2[CH:20]=[CH:19][CH:18]=[C:17]([C:21]3[N:26]=[C:25]([CH3:27])[CH:24]=[C:23]([C:28]4[CH:29]=[N:30][C:31]([C:34]([F:37])([F:36])[F:35])=[CH:32][CH:33]=4)[N:22]=3)[CH:16]=2)[CH:12]=[CH:13][CH:14]=1)(=[O:8])=[O:7])(C)(C)C.C(O)(C(F)(F)F)=O. (4) The reactants are: [Cl:1][C:2]1[CH:3]=[C:4]([CH:10]=[CH:11][C:12]=1[N:13]1[CH:17]([CH3:18])[CH2:16][O:15][C:14]1=[O:19])[C:5]([O:7]CC)=[O:6].[OH-].[Li+]. Given the product [Cl:1][C:2]1[CH:3]=[C:4]([CH:10]=[CH:11][C:12]=1[N:13]1[CH:17]([CH3:18])[CH2:16][O:15][C:14]1=[O:19])[C:5]([OH:7])=[O:6], predict the reactants needed to synthesize it. (5) The reactants are: Cl.[NH2:2][C@H:3]1[CH2:8][CH2:7][C@H:6]([C:9]([O:11][CH3:12])=[O:10])[CH2:5][CH2:4]1.C(N(CC)CC)C.[Cl:20][CH2:21][CH2:22][CH2:23][S:24](Cl)(=[O:26])=[O:25].Cl. Given the product [Cl:20][CH2:21][CH2:22][CH2:23][S:24]([NH:2][C@H:3]1[CH2:4][CH2:5][C@H:6]([C:9]([O:11][CH3:12])=[O:10])[CH2:7][CH2:8]1)(=[O:26])=[O:25], predict the reactants needed to synthesize it. (6) Given the product [F:28][C:2]1([F:1])[CH2:3][CH2:4][CH:5]([CH2:8][C:9]2[N:13]3[CH:14]=[C:15]([O:22][CH3:23])[C:16]([C:18]([OH:20])=[O:19])=[CH:17][C:12]3=[N:11][C:10]=2[C:24]([F:25])([F:26])[F:27])[CH2:6][CH2:7]1, predict the reactants needed to synthesize it. The reactants are: [F:1][C:2]1([F:28])[CH2:7][CH2:6][CH:5]([CH2:8][C:9]2[N:13]3[CH:14]=[C:15]([O:22][CH3:23])[C:16]([C:18]([O:20]C)=[O:19])=[CH:17][C:12]3=[N:11][C:10]=2[C:24]([F:27])([F:26])[F:25])[CH2:4][CH2:3]1.C1COCC1.[OH-].[Na+]. (7) The reactants are: [Br:1][C:2]1[CH:3]=[CH:4][C:5]([O:11][CH2:12][CH:13]=[CH2:14])=[C:6]([CH:10]=1)[CH:7]=[N:8][OH:9].Cl[O-].[Na+]. Given the product [Br:1][C:2]1[CH:3]=[CH:4][C:5]([O:11][CH2:12][CH:13]=[CH2:14])=[C:6]([CH:10]=1)[C:7]#[N+:8][O-:9], predict the reactants needed to synthesize it. (8) Given the product [C:1]([N:4]1[C@@H:10]([CH3:11])[C@H:9]([NH:12][C:13](=[O:25])[C@@H:14]([N:16]([CH3:24])[C:17](=[O:23])[O:18][C:19]([CH3:21])([CH3:20])[CH3:22])[CH3:15])[C:8](=[O:26])[N:7]([CH2:34][C:35]2[C:44]3[C:39](=[CH:40][CH:41]=[CH:42][CH:43]=3)[CH:38]=[CH:37][C:36]=2[CH3:45])[C:6]2[CH:27]=[CH:28][C:29]([C:31]#[N:32])=[CH:30][C:5]1=2)(=[O:3])[CH3:2], predict the reactants needed to synthesize it. The reactants are: [C:1]([N:4]1[C@@H:10]([CH3:11])[C@H:9]([NH:12][C:13](=[O:25])[C@@H:14]([N:16]([CH3:24])[C:17](=[O:23])[O:18][C:19]([CH3:22])([CH3:21])[CH3:20])[CH3:15])[C:8](=[O:26])[NH:7][C:6]2[CH:27]=[CH:28][C:29]([C:31]#[N:32])=[CH:30][C:5]1=2)(=[O:3])[CH3:2].Cl[CH2:34][C:35]1[C:44]2[C:39](=[CH:40][CH:41]=[CH:42][CH:43]=2)[CH:38]=[CH:37][C:36]=1[CH3:45].C(=O)([O-])[O-].[Cs+].[Cs+].[I-].[Na+].